Dataset: Catalyst prediction with 721,799 reactions and 888 catalyst types from USPTO. Task: Predict which catalyst facilitates the given reaction. (1) Reactant: [C:1]([O:5][C:6]([N:8]1[CH2:13][CH2:12][CH:11]([O:14][CH2:15][C:16]([OH:18])=O)[CH2:10][CH2:9]1)=[O:7])([CH3:4])([CH3:3])[CH3:2].ON1C2N=CC=CC=2N=N1.Cl.C(N=C=NCCCN(C)C)C.[CH3:41][N:42]([CH:59]([C:67](=[O:70])[NH:68][CH3:69])[CH2:60][C:61]1[CH:66]=[CH:65][CH:64]=[CH:63][CH:62]=1)[C:43](=[O:58])[CH:44]([NH:56][CH3:57])[CH2:45][C:46]1[CH:55]=[CH:54][C:53]2[C:48](=[CH:49][CH:50]=[CH:51][CH:52]=2)[CH:47]=1.C(N(C(C)C)CC)(C)C. Product: [C:1]([O:5][C:6]([N:8]1[CH2:9][CH2:10][CH:11]([O:14][CH2:15][C:16](=[O:18])[N:56]([CH3:57])[C@@H:44]([C:43](=[O:58])[N:42]([CH3:41])[C@@H:59]([C:67](=[O:70])[NH:68][CH3:69])[CH2:60][C:61]2[CH:66]=[CH:65][CH:64]=[CH:63][CH:62]=2)[CH2:45][C:46]2[CH:55]=[CH:54][C:53]3[C:48](=[CH:49][CH:50]=[CH:51][CH:52]=3)[CH:47]=2)[CH2:12][CH2:13]1)=[O:7])([CH3:2])([CH3:3])[CH3:4]. The catalyst class is: 4. (2) Reactant: [C:1]1([CH2:7][CH2:8][O:9][CH2:10][CH2:11][N:12]2[CH2:17][CH2:16][CH2:15][C@H:14]([CH:18]=O)[CH2:13]2)[CH:6]=[CH:5][CH:4]=[CH:3][CH:2]=1.OC1C=CC([C@@H](O)CNCC2(O)CCN(CCOCCC3C=CC=CC=3)CC2)=C2C=1NC(=O)C=C2.[NH2:55][CH2:56][C@@H:57]([C:66]1[CH:75]=[CH:74][C:73]([OH:76])=[C:72]2[C:67]=1[CH:68]=[CH:69][C:70](=[O:77])[NH:71]2)[O:58][Si:59]([C:62]([CH3:65])([CH3:64])[CH3:63])([CH3:61])[CH3:60].C([BH3-])#N.[Na+]. The catalyst class is: 467. Product: [Si:59]([O:58][C@H:57]([C:66]1[CH:75]=[CH:74][C:73]([OH:76])=[C:72]2[C:67]=1[CH:68]=[CH:69][C:70](=[O:77])[NH:71]2)[CH2:56][NH:55][CH2:18][C@H:14]1[CH2:15][CH2:16][CH2:17][N:12]([CH2:11][CH2:10][O:9][CH2:8][CH2:7][C:1]2[CH:2]=[CH:3][CH:4]=[CH:5][CH:6]=2)[CH2:13]1)([C:62]([CH3:65])([CH3:64])[CH3:63])([CH3:61])[CH3:60]. (3) Reactant: [C:1]([C:4]1[CH:5]=[N:6][CH:7]=[CH:8][C:9]=1[NH:10]C(=O)OC(C)(C)C)#[C:2][CH3:3].N12CCCN=C1CCCCC2. Product: [CH3:3][C:2]1[NH:10][C:9]2[CH:8]=[CH:7][N:6]=[CH:5][C:4]=2[CH:1]=1. The catalyst class is: 5.